Dataset: Full USPTO retrosynthesis dataset with 1.9M reactions from patents (1976-2016). Task: Predict the reactants needed to synthesize the given product. Given the product [CH:35]1([CH2:41][O:42][C:5]2[N:6]=[C:7]([S:26]([CH3:29])(=[O:27])=[O:28])[C:8]([C:19]3[CH:24]=[CH:23][C:22]([Cl:25])=[CH:21][CH:20]=3)=[C:9]([C:11]3[CH:16]=[CH:15][C:14]([Cl:17])=[CH:13][C:12]=3[Cl:18])[N:10]=2)[CH2:40][CH2:39][CH2:38][CH2:37][CH2:36]1, predict the reactants needed to synthesize it. The reactants are: CS([C:5]1[N:10]=[C:9]([C:11]2[CH:16]=[CH:15][C:14]([Cl:17])=[CH:13][C:12]=2[Cl:18])[C:8]([C:19]2[CH:24]=[CH:23][C:22]([Cl:25])=[CH:21][CH:20]=2)=[C:7]([S:26]([CH3:29])(=[O:28])=[O:27])[N:6]=1)(=O)=O.C([Li])CCC.[CH:35]1([CH2:41][OH:42])[CH2:40][CH2:39][CH2:38][CH2:37][CH2:36]1.